Dataset: Peptide-MHC class I binding affinity with 185,985 pairs from IEDB/IMGT. Task: Regression. Given a peptide amino acid sequence and an MHC pseudo amino acid sequence, predict their binding affinity value. This is MHC class I binding data. (1) The peptide sequence is PDLTQYAIIML. The MHC is H-2-Kd with pseudo-sequence H-2-Kd. The binding affinity (normalized) is 0.364. (2) The peptide sequence is RGRIGRTYL. The MHC is HLA-B51:01 with pseudo-sequence HLA-B51:01. The binding affinity (normalized) is 0.0847. (3) The peptide sequence is FTENGPWMY. The MHC is HLA-A01:01 with pseudo-sequence HLA-A01:01. The binding affinity (normalized) is 0.903. (4) The peptide sequence is FVKKMLPKI. The MHC is HLA-A68:02 with pseudo-sequence HLA-A68:02. The binding affinity (normalized) is 0.226. (5) The peptide sequence is YLRQRQAAL. The MHC is BoLA-T2C with pseudo-sequence BoLA-T2C. The binding affinity (normalized) is 0.574. (6) The MHC is HLA-A24:02 with pseudo-sequence HLA-A24:02. The binding affinity (normalized) is 0. The peptide sequence is PGMQIRGFVY. (7) The peptide sequence is TEDQGHFPL. The MHC is HLA-A25:01 with pseudo-sequence HLA-A25:01. The binding affinity (normalized) is 0.0847. (8) The peptide sequence is TTADHMHML. The MHC is HLA-A31:01 with pseudo-sequence HLA-A31:01. The binding affinity (normalized) is 0.0847. (9) The peptide sequence is AQPLPQRQKK. The MHC is HLA-A68:01 with pseudo-sequence HLA-A68:01. The binding affinity (normalized) is 0. (10) The peptide sequence is NAMGADYYA. The MHC is HLA-B18:01 with pseudo-sequence HLA-B18:01. The binding affinity (normalized) is 0.0847.